From a dataset of Forward reaction prediction with 1.9M reactions from USPTO patents (1976-2016). Predict the product of the given reaction. Given the reactants P(Cl)(Cl)(Cl)=O.CN([CH:9]=[O:10])C.[CH3:11][N:12]1[C:24]2[CH:23]=[CH:22][CH:21]=[CH:20][C:19]=2[C:18]2[C:13]1=[CH:14][CH:15]=[CH:16][CH:17]=2.O, predict the reaction product. The product is: [CH:9]([C:21]1[CH:22]=[CH:23][C:24]2[N:12]([CH3:11])[C:13]3[C:18]([C:19]=2[CH:20]=1)=[CH:17][CH:16]=[CH:15][CH:14]=3)=[O:10].